From a dataset of Full USPTO retrosynthesis dataset with 1.9M reactions from patents (1976-2016). Predict the reactants needed to synthesize the given product. (1) The reactants are: [F:1][C:2]1[CH:7]=[CH:6][C:5]([C:8]2[N:12]=[N:11][N:10]([CH3:13])[C:9]=2[CH2:14][O:15][C:16]2[N:17]=[CH:18][C:19]([C:22](O)=[O:23])=[N:20][CH:21]=2)=[CH:4][CH:3]=1.CN(C(O[N:33]1N=N[C:35]2C=CC=[CH:39][C:34]1=2)=[N+](C)C)C.[B-](F)(F)(F)F.CCN(C(C)C)C(C)C.C(N)(C)C. Given the product [CH:34]([NH:33][C:22]([C:19]1[CH:18]=[N:17][C:16]([O:15][CH2:14][C:9]2[N:10]([CH3:13])[N:11]=[N:12][C:8]=2[C:5]2[CH:4]=[CH:3][C:2]([F:1])=[CH:7][CH:6]=2)=[CH:21][N:20]=1)=[O:23])([CH3:39])[CH3:35], predict the reactants needed to synthesize it. (2) Given the product [CH2:1]([N:8]1[C:20]2[C:11](=[C:12]3[C:17](=[C:18]4[CH:24]=[C:23]([F:25])[CH:22]=[CH:21][C:19]4=2)[C:16](=[O:26])[N:15]([CH2:27][O:28][CH2:29][CH2:30][Si:31]([CH3:34])([CH3:33])[CH3:32])[CH:14]=[CH:13]3)[N:10]=[C:9]1[NH:45][CH2:44][CH2:43][CH2:42][N:36]1[CH2:41][CH2:40][O:39][CH2:38][CH2:37]1)[C:2]1[CH:7]=[CH:6][CH:5]=[CH:4][CH:3]=1, predict the reactants needed to synthesize it. The reactants are: [CH2:1]([N:8]1[C:20]2[C:11](=[C:12]3[C:17](=[C:18]4[CH:24]=[C:23]([F:25])[CH:22]=[CH:21][C:19]4=2)[C:16](=[O:26])[N:15]([CH2:27][O:28][CH2:29][CH2:30][Si:31]([CH3:34])([CH3:33])[CH3:32])[CH:14]=[CH:13]3)[N:10]=[C:9]1Cl)[C:2]1[CH:7]=[CH:6][CH:5]=[CH:4][CH:3]=1.[N:36]1([CH2:42][CH2:43][CH2:44][NH2:45])[CH2:41][CH2:40][O:39][CH2:38][CH2:37]1.O. (3) Given the product [CH2:1]([O:8][C@@H:9]1[C@@H:14]([O:15][CH2:16][C:17]2[CH:22]=[CH:21][CH:20]=[CH:19][CH:18]=2)[C@H:13]([O:23][CH2:24][C:25]2[CH:30]=[CH:29][CH:28]=[CH:27][CH:26]=2)[C@@H:12]([CH2:31][O:32][CH2:33][C:34]2[CH:39]=[CH:38][CH:37]=[CH:36][CH:35]=2)[O:11][C@H:10]1[C:40]1[CH:45]=[C:44]([CH2:46][C:47]2[CH:52]=[CH:51][C:50](/[CH:69]=[CH:70]/[CH2:64][C:63]([OH:66])=[O:65])=[CH:49][CH:48]=2)[C:43]([CH3:54])=[CH:42][C:41]=1[O:55][CH2:56][C:57]1[CH:62]=[CH:61][CH:60]=[CH:59][CH:58]=1)[C:2]1[CH:7]=[CH:6][CH:5]=[CH:4][CH:3]=1, predict the reactants needed to synthesize it. The reactants are: [CH2:1]([O:8][C@@H:9]1[C@@H:14]([O:15][CH2:16][C:17]2[CH:22]=[CH:21][CH:20]=[CH:19][CH:18]=2)[C@H:13]([O:23][CH2:24][C:25]2[CH:30]=[CH:29][CH:28]=[CH:27][CH:26]=2)[C@@H:12]([CH2:31][O:32][CH2:33][C:34]2[CH:39]=[CH:38][CH:37]=[CH:36][CH:35]=2)[O:11][C@H:10]1[C:40]1[CH:45]=[C:44]([CH2:46][C:47]2[CH:52]=[CH:51][C:50](Br)=[CH:49][CH:48]=2)[C:43]([CH3:54])=[CH:42][C:41]=1[O:55][CH2:56][C:57]1[CH:62]=[CH:61][CH:60]=[CH:59][CH:58]=1)[C:2]1[CH:7]=[CH:6][CH:5]=[CH:4][CH:3]=1.[C:63]([O:66]C=C)(=[O:65])[CH3:64].[CH3:69][C:70]1C(P(C2C(C)=CC=CC=2)C2C(C)=CC=CC=2)=CC=CC=1.C(N(CC)CC)C. (4) Given the product [CH3:25][C:20]1([CH3:24])[CH2:19][C:18]2([CH2:26][CH2:27][CH2:28][N:16]([CH:13]3[CH2:14][CH2:15][N:10]([C:8]([C:7]4[CH:6]=[C:5]([C:29]5[CH:30]=[CH:31][CH:32]=[CH:33][CH:34]=5)[N:4]=[CH:3][C:2]=4[NH:1][C:38]([NH:37][CH2:35][CH3:36])=[O:39])=[O:9])[CH2:11][CH2:12]3)[CH2:17]2)[C:22](=[O:23])[O:21]1, predict the reactants needed to synthesize it. The reactants are: [NH2:1][C:2]1[C:7]([C:8]([N:10]2[CH2:15][CH2:14][CH:13]([N:16]3[CH2:28][CH2:27][CH2:26][C:18]4([C:22](=[O:23])[O:21][C:20]([CH3:25])([CH3:24])[CH2:19]4)[CH2:17]3)[CH2:12][CH2:11]2)=[O:9])=[CH:6][C:5]([C:29]2[CH:34]=[CH:33][CH:32]=[CH:31][CH:30]=2)=[N:4][CH:3]=1.[CH2:35]([N:37]=[C:38]=[O:39])[CH3:36].C(OC(C)C)(C)C. (5) Given the product [CH3:20][O:18][N:17]([CH3:16])[C:13]([C:7]1[C:6]2[C:10](=[CH:11][CH:12]=[C:4]([N+:1]([O-:3])=[O:2])[CH:5]=2)[NH:9][N:8]=1)=[O:15], predict the reactants needed to synthesize it. The reactants are: [N+:1]([C:4]1[CH:5]=[C:6]2[C:10](=[CH:11][CH:12]=1)[NH:9][N:8]=[C:7]2[C:13]([OH:15])=O)([O-:3])=[O:2].[CH3:16][N:17](C)[OH:18].[CH2:20](Cl)CCl.C1C=CC2N(O)N=NC=2C=1.C(N(CC)CC)C. (6) Given the product [NH2:1][C:2]1[N:10]=[C:9]([O:11][CH2:12][CH2:13][CH2:14][CH3:15])[N:8]=[C:7]2[C:3]=1[NH:4][C:5](=[O:36])[N:6]2[CH2:16][CH2:17][CH2:18][N:19]([CH2:24][C:25]1[CH:26]=[C:27]([CH2:31][C:32]([O:34][CH3:35])=[O:33])[CH:28]=[CH:29][CH:30]=1)[CH2:20][CH2:21][CH2:22][Cl:39], predict the reactants needed to synthesize it. The reactants are: [NH2:1][C:2]1[N:10]=[C:9]([O:11][CH2:12][CH2:13][CH2:14][CH3:15])[N:8]=[C:7]2[C:3]=1[NH:4][C:5](=[O:36])[N:6]2[CH2:16][CH2:17][CH2:18][N:19]([CH2:24][C:25]1[CH:26]=[C:27]([CH2:31][C:32]([O:34][CH3:35])=[O:33])[CH:28]=[CH:29][CH:30]=1)[CH2:20][CH2:21][CH2:22]O.S(Cl)([Cl:39])=O. (7) Given the product [F:20][C:17]([F:18])([F:19])[C:14]1[CH:13]=[CH:12][C:11]([C:8]2[N:7]=[N:6][C:5]([CH2:3][OH:2])=[CH:10][CH:9]=2)=[CH:16][CH:15]=1, predict the reactants needed to synthesize it. The reactants are: C[O:2][C:3]([C:5]1[N:6]=[N:7][C:8]([C:11]2[CH:16]=[CH:15][C:14]([C:17]([F:20])([F:19])[F:18])=[CH:13][CH:12]=2)=[CH:9][CH:10]=1)=O.CC(C[AlH]CC(C)C)C. (8) Given the product [ClH:17].[F:1][C:2]([F:16])([F:15])[CH2:3][O:4][CH2:5][CH2:6][NH2:7], predict the reactants needed to synthesize it. The reactants are: [F:1][C:2]([F:16])([F:15])[CH2:3][O:4][CH2:5][CH2:6][NH:7]C(=O)OC(C)(C)C.[ClH:17]. (9) Given the product [ClH:32].[CH:1]([O:4][C:5]1[C:13]([O:14][CH3:15])=[CH:12][CH:11]=[CH:10][C:6]=1[CH2:7][N:17]([CH3:16])[C:55](=[O:57])/[CH:54]=[CH:53]/[C:50]1[CH:51]=[N:52][C:46]2[NH:45][C:44](=[O:58])[CH2:43][N:42]([CH2:41][CH2:40][CH2:39][N:33]3[CH2:38][CH2:37][O:36][CH2:35][CH2:34]3)[CH2:48][C:47]=2[CH:49]=1)([CH3:2])[CH3:3], predict the reactants needed to synthesize it. The reactants are: [CH:1]([O:4][C:5]1[C:13]([O:14][CH3:15])=[CH:12][CH:11]=[CH:10][C:6]=1[CH2:7]CN)([CH3:3])[CH3:2].[CH3:16][NH:17]CC1C=CC2C(=CC=CC=2)C=1CCC.[ClH:32].[N:33]1([CH2:39][CH2:40][CH2:41][N:42]2[CH2:48][C:47]3[CH:49]=[C:50](/[CH:53]=[CH:54]/[C:55]([OH:57])=O)[CH:51]=[N:52][C:46]=3[NH:45][C:44](=[O:58])[CH2:43]2)[CH2:38][CH2:37][O:36][CH2:35][CH2:34]1.Cl.CN1CC2C=C(/C=C/C(O)=O)C=NC=2NC(=O)C1.